Task: Predict the product of the given reaction.. Dataset: Forward reaction prediction with 1.9M reactions from USPTO patents (1976-2016) (1) Given the reactants [C:12]([O:11][C:9](O[C:9]([O:11][C:12]([CH3:15])([CH3:14])[CH3:13])=[O:10])=[O:10])([CH3:15])([CH3:14])[CH3:13].[Si:16]([O:23][C:24]1[CH:25]=[C:26]2[C:30](=[CH:31][CH:32]=1)[NH:29][CH:28]=[CH:27]2)([C:19]([CH3:22])([CH3:21])[CH3:20])([CH3:18])[CH3:17], predict the reaction product. The product is: [Si:16]([O:23][C:24]1[CH:25]=[C:26]2[C:30](=[CH:31][CH:32]=1)[N:29]([C:9]([O:11][C:12]([CH3:13])([CH3:14])[CH3:15])=[O:10])[CH:28]=[CH:27]2)([C:19]([CH3:22])([CH3:21])[CH3:20])([CH3:18])[CH3:17]. (2) Given the reactants [Br:1][C:2]1[CH:7]=[CH:6][C:5]([C:8]2[CH:13]=[CH:12][CH:11]=[CH:10][CH:9]=2)=[C:4]([S:14]([CH3:17])(=[O:16])=[O:15])[CH:3]=1.BrC1C=CC(I)=C(S(C)(=O)=O)C=1.[Cl:30]C1C=CC=CC=1B(O)O, predict the reaction product. The product is: [Br:1][C:2]1[CH:7]=[CH:6][C:5]([C:8]2[CH:13]=[CH:12][CH:11]=[CH:10][C:9]=2[Cl:30])=[C:4]([S:14]([CH3:17])(=[O:16])=[O:15])[CH:3]=1. (3) Given the reactants [CH2:1]([N:3]([CH2:24][CH3:25])[C:4]1[CH:9]=[CH:8][C:7]([NH:10][C:11]([CH:13]2[CH2:22][CH2:21][C:20]3[C:15](=[C:16]([OH:23])[CH:17]=[CH:18][CH:19]=3)[CH2:14]2)=[O:12])=[CH:6][CH:5]=1)[CH3:2].C([O-])([O-])=O.[K+].[K+].[CH2:32](Br)[CH:33]=[CH2:34], predict the reaction product. The product is: [CH2:34]([O:23][C:16]1[CH:17]=[CH:18][CH:19]=[C:20]2[C:15]=1[CH2:14][CH:13]([C:11]([NH:10][C:7]1[CH:6]=[CH:5][C:4]([N:3]([CH2:1][CH3:2])[CH2:24][CH3:25])=[CH:9][CH:8]=1)=[O:12])[CH2:22][CH2:21]2)[CH:33]=[CH2:32]. (4) Given the reactants Br[C:2]1[CH:3]=[N:4][C:5]([NH:8][CH2:9][C@@H:10]2[CH2:14][CH2:13][CH2:12][N:11]2[C:15]([C:17]2[N:18]=[C:19]([CH3:29])[S:20][C:21]=2[C:22]2[CH:27]=[CH:26][C:25]([F:28])=[CH:24][CH:23]=2)=[O:16])=[N:6][CH:7]=1.[Cl-].[Li+].[CH3:32][Sn](C)(C)C, predict the reaction product. The product is: [F:28][C:25]1[CH:26]=[CH:27][C:22]([C:21]2[S:20][C:19]([CH3:29])=[N:18][C:17]=2[C:15]([N:11]2[CH2:12][CH2:13][CH2:14][C@H:10]2[CH2:9][NH:8][C:5]2[N:4]=[CH:3][C:2]([CH3:32])=[CH:7][N:6]=2)=[O:16])=[CH:23][CH:24]=1. (5) Given the reactants C([O:8][C@@H:9]1[C@@H:14]([O:15]CC2C=CC=CC=2)[C@@H:13]([O:23]CC2C=CC=CC=2)[C@@H:12]([CH2:31][O:32]CC2C=CC=CC=2)[O:11][C@:10]21[C:47]1[C:42](=[CH:43][C:44]([CH3:58])=[C:45]([CH2:48][C:49]3[CH:54]=[CH:53][C:52]([C:55]#[C:56][CH3:57])=[CH:51][CH:50]=3)[CH:46]=1)[CH2:41][O:40]2)C1C=CC=CC=1.CC1C(C)=C(C)C(C)=C(C)C=1.B(Cl)(Cl)Cl.C(=O)([O-])O.[Na+], predict the reaction product. The product is: [OH:32][CH2:31][C@H:12]1[O:11][C@@:10]2([C:47]3[C:42](=[CH:43][C:44]([CH3:58])=[C:45]([CH2:48][C:49]4[CH:54]=[CH:53][C:52]([C:55]#[C:56][CH3:57])=[CH:51][CH:50]=4)[CH:46]=3)[CH2:41][O:40]2)[C@H:9]([OH:8])[C@@H:14]([OH:15])[C@@H:13]1[OH:23]. (6) Given the reactants C(C[CH2:4][CH2:5][CH2:6][S:7]([NH:10][CH3:11])(=[O:9])=[O:8])#N.Cl.[C:13]([OH:16])(=[O:15])[CH3:14], predict the reaction product. The product is: [CH3:11][NH:10][S:7]([CH2:6][CH2:5][CH2:4][CH2:14][C:13]([OH:16])=[O:15])(=[O:9])=[O:8].